From a dataset of NCI-60 drug combinations with 297,098 pairs across 59 cell lines. Regression. Given two drug SMILES strings and cell line genomic features, predict the synergy score measuring deviation from expected non-interaction effect. (1) Drug 1: CCC1(CC2CC(C3=C(CCN(C2)C1)C4=CC=CC=C4N3)(C5=C(C=C6C(=C5)C78CCN9C7C(C=CC9)(C(C(C8N6C)(C(=O)OC)O)OC(=O)C)CC)OC)C(=O)OC)O.OS(=O)(=O)O. Drug 2: CN(CCCl)CCCl.Cl. Cell line: COLO 205. Synergy scores: CSS=38.5, Synergy_ZIP=-3.80, Synergy_Bliss=-1.56, Synergy_Loewe=-0.706, Synergy_HSA=-0.311. (2) Drug 1: CN1C2=C(C=C(C=C2)N(CCCl)CCCl)N=C1CCCC(=O)O.Cl. Drug 2: C1CC(=O)NC(=O)C1N2C(=O)C3=CC=CC=C3C2=O. Cell line: CCRF-CEM. Synergy scores: CSS=-7.01, Synergy_ZIP=4.75, Synergy_Bliss=1.69, Synergy_Loewe=-4.99, Synergy_HSA=-5.32. (3) Drug 1: C1=CN(C=N1)CC(O)(P(=O)(O)O)P(=O)(O)O. Drug 2: CC1=C(C(=O)C2=C(C1=O)N3CC4C(C3(C2COC(=O)N)OC)N4)N. Cell line: MDA-MB-435. Synergy scores: CSS=-1.81, Synergy_ZIP=-2.21, Synergy_Bliss=-4.00, Synergy_Loewe=-9.09, Synergy_HSA=-6.15. (4) Drug 1: CC1=C(C=C(C=C1)NC2=NC=CC(=N2)N(C)C3=CC4=NN(C(=C4C=C3)C)C)S(=O)(=O)N.Cl. Drug 2: CC1CCC2CC(C(=CC=CC=CC(CC(C(=O)C(C(C(=CC(C(=O)CC(OC(=O)C3CCCCN3C(=O)C(=O)C1(O2)O)C(C)CC4CCC(C(C4)OC)O)C)C)O)OC)C)C)C)OC. Cell line: SW-620. Synergy scores: CSS=5.54, Synergy_ZIP=-1.06, Synergy_Bliss=2.88, Synergy_Loewe=-16.2, Synergy_HSA=-6.34. (5) Drug 1: B(C(CC(C)C)NC(=O)C(CC1=CC=CC=C1)NC(=O)C2=NC=CN=C2)(O)O. Drug 2: CC(C)(C#N)C1=CC=C(C=C1)N2C3=C4C=C(C=CC4=NC=C3N(C2=O)C)C5=CC6=CC=CC=C6N=C5. Cell line: SW-620. Synergy scores: CSS=82.6, Synergy_ZIP=5.57, Synergy_Bliss=5.71, Synergy_Loewe=4.02, Synergy_HSA=6.98. (6) Drug 1: CC1C(C(=O)NC(C(=O)N2CCCC2C(=O)N(CC(=O)N(C(C(=O)O1)C(C)C)C)C)C(C)C)NC(=O)C3=C4C(=C(C=C3)C)OC5=C(C(=O)C(=C(C5=N4)C(=O)NC6C(OC(=O)C(N(C(=O)CN(C(=O)C7CCCN7C(=O)C(NC6=O)C(C)C)C)C)C(C)C)C)N)C. Drug 2: CC1=C(N=C(N=C1N)C(CC(=O)N)NCC(C(=O)N)N)C(=O)NC(C(C2=CN=CN2)OC3C(C(C(C(O3)CO)O)O)OC4C(C(C(C(O4)CO)O)OC(=O)N)O)C(=O)NC(C)C(C(C)C(=O)NC(C(C)O)C(=O)NCCC5=NC(=CS5)C6=NC(=CS6)C(=O)NCCC[S+](C)C)O. Cell line: OVCAR-5. Synergy scores: CSS=23.9, Synergy_ZIP=2.43, Synergy_Bliss=7.74, Synergy_Loewe=9.41, Synergy_HSA=10.0.